Dataset: NCI-60 drug combinations with 297,098 pairs across 59 cell lines. Task: Regression. Given two drug SMILES strings and cell line genomic features, predict the synergy score measuring deviation from expected non-interaction effect. (1) Drug 1: COC1=NC(=NC2=C1N=CN2C3C(C(C(O3)CO)O)O)N. Drug 2: CC1=C2C(C(=O)C3(C(CC4C(C3C(C(C2(C)C)(CC1OC(=O)C(C(C5=CC=CC=C5)NC(=O)OC(C)(C)C)O)O)OC(=O)C6=CC=CC=C6)(CO4)OC(=O)C)O)C)O. Cell line: MDA-MB-435. Synergy scores: CSS=-4.26, Synergy_ZIP=-0.941, Synergy_Bliss=-5.01, Synergy_Loewe=-8.19, Synergy_HSA=-7.84. (2) Synergy scores: CSS=52.4, Synergy_ZIP=-5.11, Synergy_Bliss=1.62, Synergy_Loewe=-4.06, Synergy_HSA=4.97. Drug 2: C(=O)(N)NO. Cell line: CCRF-CEM. Drug 1: CC1C(C(CC(O1)OC2CC(CC3=C2C(=C4C(=C3O)C(=O)C5=C(C4=O)C(=CC=C5)OC)O)(C(=O)C)O)N)O.Cl. (3) Drug 1: CC(C1=C(C=CC(=C1Cl)F)Cl)OC2=C(N=CC(=C2)C3=CN(N=C3)C4CCNCC4)N. Drug 2: CN(C)N=NC1=C(NC=N1)C(=O)N. Cell line: SNB-75. Synergy scores: CSS=-1.75, Synergy_ZIP=0.281, Synergy_Bliss=-1.63, Synergy_Loewe=-6.28, Synergy_HSA=-3.55. (4) Drug 1: C1=CC(=CC=C1C#N)C(C2=CC=C(C=C2)C#N)N3C=NC=N3. Drug 2: CCC1(CC2CC(C3=C(CCN(C2)C1)C4=CC=CC=C4N3)(C5=C(C=C6C(=C5)C78CCN9C7C(C=CC9)(C(C(C8N6C=O)(C(=O)OC)O)OC(=O)C)CC)OC)C(=O)OC)O.OS(=O)(=O)O. Cell line: EKVX. Synergy scores: CSS=0.270, Synergy_ZIP=-1.08, Synergy_Bliss=-3.67, Synergy_Loewe=-5.01, Synergy_HSA=-6.53. (5) Drug 1: C1=CC(=CC=C1CCCC(=O)O)N(CCCl)CCCl. Drug 2: CC12CCC3C(C1CCC2OP(=O)(O)O)CCC4=C3C=CC(=C4)OC(=O)N(CCCl)CCCl.[Na+]. Cell line: PC-3. Synergy scores: CSS=14.8, Synergy_ZIP=-6.38, Synergy_Bliss=-5.87, Synergy_Loewe=-12.6, Synergy_HSA=-5.83. (6) Drug 1: CC12CCC3C(C1CCC2=O)CC(=C)C4=CC(=O)C=CC34C. Drug 2: CC1CCC2CC(C(=CC=CC=CC(CC(C(=O)C(C(C(=CC(C(=O)CC(OC(=O)C3CCCCN3C(=O)C(=O)C1(O2)O)C(C)CC4CCC(C(C4)OC)OCCO)C)C)O)OC)C)C)C)OC. Cell line: ACHN. Synergy scores: CSS=47.9, Synergy_ZIP=-1.42, Synergy_Bliss=-1.53, Synergy_Loewe=0.955, Synergy_HSA=1.42. (7) Drug 1: CNC(=O)C1=NC=CC(=C1)OC2=CC=C(C=C2)NC(=O)NC3=CC(=C(C=C3)Cl)C(F)(F)F. Drug 2: C1CC(=O)NC(=O)C1N2C(=O)C3=CC=CC=C3C2=O. Cell line: MOLT-4. Synergy scores: CSS=-3.04, Synergy_ZIP=0.355, Synergy_Bliss=-3.06, Synergy_Loewe=-9.84, Synergy_HSA=-7.14. (8) Drug 1: CC=C1C(=O)NC(C(=O)OC2CC(=O)NC(C(=O)NC(CSSCCC=C2)C(=O)N1)C(C)C)C(C)C. Drug 2: CN1C2=C(C=C(C=C2)N(CCCl)CCCl)N=C1CCCC(=O)O.Cl. Cell line: U251. Synergy scores: CSS=65.2, Synergy_ZIP=-2.92, Synergy_Bliss=-7.86, Synergy_Loewe=-5.47, Synergy_HSA=-4.67. (9) Drug 1: C1=NC(=NC(=O)N1C2C(C(C(O2)CO)O)O)N. Drug 2: C(CN)CNCCSP(=O)(O)O. Cell line: SK-MEL-28. Synergy scores: CSS=12.3, Synergy_ZIP=-7.47, Synergy_Bliss=0.541, Synergy_Loewe=-12.4, Synergy_HSA=2.32. (10) Drug 1: CS(=O)(=O)C1=CC(=C(C=C1)C(=O)NC2=CC(=C(C=C2)Cl)C3=CC=CC=N3)Cl. Drug 2: CC12CCC3C(C1CCC2O)C(CC4=C3C=CC(=C4)O)CCCCCCCCCS(=O)CCCC(C(F)(F)F)(F)F. Cell line: SN12C. Synergy scores: CSS=4.82, Synergy_ZIP=-1.28, Synergy_Bliss=1.11, Synergy_Loewe=-0.614, Synergy_HSA=1.05.